From a dataset of Full USPTO retrosynthesis dataset with 1.9M reactions from patents (1976-2016). Predict the reactants needed to synthesize the given product. (1) Given the product [NH2:33][C@@H:34]([C:37]1[C:38]([Cl:44])=[C:39]([C:9]2[CH:30]=[CH:29][CH:28]=[C:11]([CH2:12][O:13][C:14]3[CH:19]=[CH:18][CH:17]=[CH:16][C:15]=3[CH2:20][C:21]([O:23][C:24]([CH3:27])([CH3:26])[CH3:25])=[O:22])[CH:10]=2)[CH:40]=[CH:41][CH:42]=1)[CH2:35][OH:36], predict the reactants needed to synthesize it. The reactants are: CC1(C)C(C)(C)OB([C:9]2[CH:10]=[C:11]([CH:28]=[CH:29][CH:30]=2)[CH2:12][O:13][C:14]2[CH:19]=[CH:18][CH:17]=[CH:16][C:15]=2[CH2:20][C:21]([O:23][C:24]([CH3:27])([CH3:26])[CH3:25])=[O:22])O1.Cl.[NH2:33][C@@H:34]([C:37]1[CH:42]=[CH:41][CH:40]=[C:39](Br)[C:38]=1[Cl:44])[CH2:35][OH:36].[O-]P([O-])([O-])=O.[K+].[K+].[K+].C(Cl)Cl. (2) Given the product [CH3:14][O:13][C:10]1[N:11]=[CH:12][C:7]([C:16]2[CH:21]=[CH:20][CH:19]=[CH:18][N:17]=2)=[CH:8][CH:9]=1, predict the reactants needed to synthesize it. The reactants are: C([Mg]Cl)(C)C.Br[C:7]1[CH:8]=[CH:9][C:10]([O:13][CH3:14])=[N:11][CH:12]=1.Br[C:16]1[CH:21]=[CH:20][CH:19]=[CH:18][N:17]=1.